Dataset: Forward reaction prediction with 1.9M reactions from USPTO patents (1976-2016). Task: Predict the product of the given reaction. (1) Given the reactants [F:1][C:2]1[CH:7]=[CH:6][CH:5]=[CH:4][C:3]=1[N:8]1[C:12]([CH:13]=[O:14])=[C:11]([CH3:15])[N:10]=[N:9]1.FC1C=CC(N2C(C=O)=C(C)N=N2)=CC=1, predict the reaction product. The product is: [F:1][C:2]1[CH:7]=[CH:6][CH:5]=[CH:4][C:3]=1[N:8]1[C:12]([CH2:13][OH:14])=[C:11]([CH3:15])[N:10]=[N:9]1. (2) Given the reactants [C:1]([OH:10])(=[O:9])[C:2]1[C:3](=[CH:5][CH:6]=[CH:7][CH:8]=1)[OH:4].[N+:11]([O-])([O:13]C(C)C)=[O:12].S(=O)(=O)(O)O, predict the reaction product. The product is: [OH:4][C:3]1[C:5]([N+:11]([O-:13])=[O:12])=[CH:6][CH:7]=[CH:8][C:2]=1[C:1]([OH:10])=[O:9]. (3) Given the reactants [CH3:1][O:2][C:3]1[CH:4]=[C:5]([OH:9])[CH:6]=[CH:7][CH:8]=1.[Br:10][C:11]1[CH:18]=[C:17](F)[CH:16]=[CH:15][C:12]=1[CH:13]=[O:14].C([O-])([O-])=O.[K+].[K+], predict the reaction product. The product is: [Br:10][C:11]1[CH:18]=[C:17]([O:9][C:5]2[CH:6]=[CH:7][CH:8]=[C:3]([O:2][CH3:1])[CH:4]=2)[CH:16]=[CH:15][C:12]=1[CH:13]=[O:14]. (4) Given the reactants [O:1]([CH:8]([C:14]([O:16][CH2:17][CH3:18])=[O:15])[C:9]([O:11][CH2:12][CH3:13])=[O:10])[C:2]1[CH:7]=[CH:6][CH:5]=[CH:4][CH:3]=1.[CH2:19]([O:26][C:27]1[CH:34]=[CH:33][C:30]([CH2:31]Cl)=[CH:29][CH:28]=1)[C:20]1[CH:25]=[CH:24][CH:23]=[CH:22][CH:21]=1.[H-].[Na+], predict the reaction product. The product is: [CH2:19]([O:26][C:27]1[CH:28]=[CH:29][C:30]([CH2:31][C:8]([O:1][C:2]2[CH:3]=[CH:4][CH:5]=[CH:6][CH:7]=2)([C:14]([O:16][CH2:17][CH3:18])=[O:15])[C:9]([O:11][CH2:12][CH3:13])=[O:10])=[CH:33][CH:34]=1)[C:20]1[CH:21]=[CH:22][CH:23]=[CH:24][CH:25]=1. (5) Given the reactants [N:1]1[CH:6]=[CH:5][CH:4]=[N:3][C:2]=1[C:7]1[S:8][CH:9]=[CH:10][C:11]=1[C:12]([O:14]C)=[O:13].C[Si](C)(C)[O-].[K+:21], predict the reaction product. The product is: [N:1]1[CH:6]=[CH:5][CH:4]=[N:3][C:2]=1[C:7]1[S:8][CH:9]=[CH:10][C:11]=1[C:12]([O-:14])=[O:13].[K+:21]. (6) Given the reactants Br[CH2:2][C:3]([NH:5][CH2:6][C:7]1[CH:8]=[C:9]([C:13]2[CH:18]=[CH:17][C:16]([C:19]([F:22])([F:21])[F:20])=[CH:15][CH:14]=2)[CH:10]=[CH:11][CH:12]=1)=[O:4].[O:23]1[CH2:26][CH:25]([NH2:27])[CH2:24]1.C1COCC1, predict the reaction product. The product is: [O:23]1[CH2:26][CH:25]([NH:27][CH2:2][C:3]([NH:5][CH2:6][C:7]2[CH:8]=[C:9]([C:13]3[CH:18]=[CH:17][C:16]([C:19]([F:22])([F:21])[F:20])=[CH:15][CH:14]=3)[CH:10]=[CH:11][CH:12]=2)=[O:4])[CH2:24]1.